Dataset: Full USPTO retrosynthesis dataset with 1.9M reactions from patents (1976-2016). Task: Predict the reactants needed to synthesize the given product. The reactants are: [H-].[Na+].[NH:3]1[CH:7]=[CH:6][CH:5]=[N:4]1.[CH3:8][N:9]([CH3:14])[S:10](Cl)(=[O:12])=[O:11].O. Given the product [CH3:8][N:9]([CH3:14])[S:10]([N:3]1[CH:7]=[CH:6][CH:5]=[N:4]1)(=[O:12])=[O:11], predict the reactants needed to synthesize it.